This data is from Full USPTO retrosynthesis dataset with 1.9M reactions from patents (1976-2016). The task is: Predict the reactants needed to synthesize the given product. (1) Given the product [Br:22][C:23]1[CH:24]=[C:25]([C:26]([N:17]2[CH2:16][CH2:15][O:14][C:13]3[N:18]=[CH:19][C:10]([C:7]4[CH:6]=[CH:5][C:4]([O:3][C:2]([F:1])([F:20])[F:21])=[CH:9][CH:8]=4)=[CH:11][C:12]2=3)=[O:27])[CH:29]=[C:30]([Br:34])[C:31]=1[O:32][CH3:33], predict the reactants needed to synthesize it. The reactants are: [F:1][C:2]([F:21])([F:20])[O:3][C:4]1[CH:9]=[CH:8][C:7]([C:10]2[CH:19]=[N:18][C:13]3[O:14][CH2:15][CH2:16][NH:17][C:12]=3[CH:11]=2)=[CH:6][CH:5]=1.[Br:22][C:23]1[CH:24]=[C:25]([CH:29]=[C:30]([Br:34])[C:31]=1[O:32][CH3:33])[C:26](Cl)=[O:27].C(N(CC)CC)C. (2) Given the product [Br:1][C:2]1[CH:3]=[CH:4][C:5]2[S:9][N:8]=[C:7]([NH:10][CH2:11][CH2:12][CH2:13][NH:14][CH2:30][C:27]3[CH:26]=[CH:25][C:24]([C:21]4[CH:22]=[CH:23][C:18]([O:17][CH3:16])=[CH:19][CH:20]=4)=[CH:29][CH:28]=3)[C:6]=2[CH:15]=1, predict the reactants needed to synthesize it. The reactants are: [Br:1][C:2]1[CH:3]=[CH:4][C:5]2[S:9][N:8]=[C:7]([NH:10][CH2:11][CH2:12][CH2:13][NH2:14])[C:6]=2[CH:15]=1.[CH3:16][O:17][C:18]1[CH:23]=[CH:22][C:21]([C:24]2[CH:29]=[CH:28][C:27]([CH:30]=O)=[CH:26][CH:25]=2)=[CH:20][CH:19]=1.C(O[BH-](OC(=O)C)OC(=O)C)(=O)C.[Na+]. (3) Given the product [F:1][C:2]1[CH:22]=[CH:21][C:5]([CH2:6][C:7]2[C:8]([CH3:20])=[C:9]([CH3:19])[C:10]([CH:17]=[O:27])=[C:11]([CH:16]=2)[C:12]([O:14][CH3:15])=[O:13])=[CH:4][C:3]=1[O:23][CH3:24], predict the reactants needed to synthesize it. The reactants are: [F:1][C:2]1[CH:22]=[CH:21][C:5]([CH2:6][C:7]2[C:8]([CH3:20])=[C:9]([CH3:19])[C:10]([CH:17]=C)=[C:11]([CH:16]=2)[C:12]([O:14][CH3:15])=[O:13])=[CH:4][C:3]=1[O:23][CH3:24].CC(C)=[O:27].C(#N)C.I([O-])(=O)(=O)=O.[Na+]. (4) Given the product [CH2:1]([C:8]1[CH:9]=[C:10]([CH2:31][CH:32]([O:38][CH2:39][CH3:40])[C:33]([OH:35])=[O:34])[CH:11]=[CH:12][C:13]=1[O:14][CH2:15][CH2:16][C:17]1[CH:22]=[CH:21][C:20]([NH:23][C:24]([O:26][C:27]([CH3:30])([CH3:29])[CH3:28])=[O:25])=[CH:19][CH:18]=1)[C:2]1[CH:3]=[CH:4][CH:5]=[CH:6][CH:7]=1, predict the reactants needed to synthesize it. The reactants are: [CH2:1]([C:8]1[CH:9]=[C:10]([CH2:31][CH:32]([O:38][CH2:39][CH3:40])[C:33]([O:35]CC)=[O:34])[CH:11]=[CH:12][C:13]=1[O:14][CH2:15][CH2:16][C:17]1[CH:22]=[CH:21][C:20]([NH:23][C:24]([O:26][C:27]([CH3:30])([CH3:29])[CH3:28])=[O:25])=[CH:19][CH:18]=1)[C:2]1[CH:7]=[CH:6][CH:5]=[CH:4][CH:3]=1.[OH-].[Li+].C1COCC1.S([O-])(O)(=O)=O.[K+].